This data is from CYP2D6 inhibition data for predicting drug metabolism from PubChem BioAssay. The task is: Regression/Classification. Given a drug SMILES string, predict its absorption, distribution, metabolism, or excretion properties. Task type varies by dataset: regression for continuous measurements (e.g., permeability, clearance, half-life) or binary classification for categorical outcomes (e.g., BBB penetration, CYP inhibition). Dataset: cyp2d6_veith. (1) The compound is Cc1noc(C)c1-c1ccc2ncnc(N3CCN(C)CC3)c2c1. The result is 0 (non-inhibitor). (2) The result is 0 (non-inhibitor). The molecule is COCCn1c(=O)c(-c2cccc(C#N)c2)nc2cnc(OC)nc21. (3) The drug is CCCCn1c(NCc2ccccc2NS(=O)(=O)c2ccc(C)cc2)nc2ccccc21. The result is 1 (inhibitor). (4) The drug is COc1cc(N)c(Cl)cc1C(=O)OCCCN1CCCCC1. The result is 1 (inhibitor). (5) The compound is N=C(CC(=O)Nc1ccccn1)c1ccccc1. The result is 0 (non-inhibitor).